From a dataset of Forward reaction prediction with 1.9M reactions from USPTO patents (1976-2016). Predict the product of the given reaction. Given the reactants NC1SC(C2C(F)=CC=CC=2F)=NC=1C(NC1C(OCCC2COC(C)(C)O2)=NC=NC=1)=O.[NH2:34][C:35]1[S:39][C:38]([C:40]2[C:45]([F:46])=[CH:44][CH:43]=[CH:42][C:41]=2[F:47])=[N:37][C:36]=1[C:48]([NH:50][C:51]1[C:52]([O:57][CH2:58][CH:59]2[CH2:63][O:62]C(C)(C)[O:60]2)=[N:53][CH:54]=[N:55][CH:56]=1)=[O:49], predict the reaction product. The product is: [NH2:34][C:35]1[S:39][C:38]([C:40]2[C:41]([F:47])=[CH:42][CH:43]=[CH:44][C:45]=2[F:46])=[N:37][C:36]=1[C:48]([NH:50][C:51]1[C:52]([O:57][CH2:58][CH:59]([OH:60])[CH2:63][OH:62])=[N:53][CH:54]=[N:55][CH:56]=1)=[O:49].